From a dataset of Forward reaction prediction with 1.9M reactions from USPTO patents (1976-2016). Predict the product of the given reaction. Given the reactants C1(O)C=CC=CC=1.[OH:8][C@@H:9]([C:20]1[CH:25]=[CH:24][CH:23]=[C:22]([OH:26])[CH:21]=1)[CH2:10][CH2:11][NH:12][C:13](=[O:19])[O:14][C:15]([CH3:18])([CH3:17])[CH3:16].CC1C=CC(S(O[CH2:38][CH:39]2[CH2:48][C:47]3[C:42](=[CH:43][CH:44]=[CH:45][CH:46]=3)[O:41][CH2:40]2)(=O)=O)=CC=1, predict the reaction product. The product is: [O:41]1[C:42]2[C:47](=[CH:46][CH:45]=[CH:44][CH:43]=2)[CH2:48][CH:39]([CH2:38][O:26][C:22]2[CH:21]=[C:20]([C@H:9]([OH:8])[CH2:10][CH2:11][NH:12][C:13](=[O:19])[O:14][C:15]([CH3:18])([CH3:17])[CH3:16])[CH:25]=[CH:24][CH:23]=2)[CH2:40]1.